Dataset: Full USPTO retrosynthesis dataset with 1.9M reactions from patents (1976-2016). Task: Predict the reactants needed to synthesize the given product. Given the product [CH3:29][S:30]([O:20][CH2:19][C@@H:11]1[C@@H:10]([O:21][CH2:22][C:23]2[CH:28]=[CH:27][CH:26]=[CH:25][CH:24]=2)[C@H:9]([O:8][CH2:1][C:2]2[CH:3]=[CH:4][CH:5]=[CH:6][CH:7]=2)[C@H:14]2[NH:15][C:16](=[O:18])[O:17][C@H:13]2[CH2:12]1)(=[O:32])=[O:31], predict the reactants needed to synthesize it. The reactants are: [CH2:1]([O:8][C@@H:9]1[C@H:14]2[NH:15][C:16](=[O:18])[O:17][C@H:13]2[CH2:12][C@H:11]([CH2:19][OH:20])[C@H:10]1[O:21][CH2:22][C:23]1[CH:28]=[CH:27][CH:26]=[CH:25][CH:24]=1)[C:2]1[CH:7]=[CH:6][CH:5]=[CH:4][CH:3]=1.[CH3:29][S:30](Cl)(=[O:32])=[O:31].